Dataset: Reaction yield outcomes from USPTO patents with 853,638 reactions. Task: Predict the reaction yield, written as a fraction of the theoretical maximum amount of product (1.0 means a 100% yield; for example, 0.34 means a 34% yield). (1) The reactants are [CH2:1]1[C:4]2([CH2:8][CH:7]([C:9]([O:11][CH2:12][CH3:13])=[O:10])[NH:6][CH2:5]2)[CH2:3][N:2]1[C:14]([O:16][C:17]([CH3:20])([CH3:19])[CH3:18])=[O:15].CN(C(ON1N=NC2C=CC=NC1=2)=[N+](C)C)C.F[P-](F)(F)(F)(F)F.[CH3:45][O:46][C:47]([NH:49][C@H:50]([C:54](O)=[O:55])[CH:51]([CH3:53])[CH3:52])=[O:48].CCN(C(C)C)C(C)C. The catalyst is C(Cl)Cl. The product is [CH3:45][O:46][C:47]([NH:49][C@H:50]([C:54]([N:6]1[CH:7]([C:9]([O:11][CH2:12][CH3:13])=[O:10])[CH2:8][C:4]2([CH2:3][N:2]([C:14]([O:16][C:17]([CH3:19])([CH3:18])[CH3:20])=[O:15])[CH2:1]2)[CH2:5]1)=[O:55])[CH:51]([CH3:52])[CH3:53])=[O:48]. The yield is 0.510. (2) The reactants are [CH2:1]([N:3]1[C:7]([CH:8]=[O:9])=[CH:6][C:5]([C:10]2[CH:15]=[CH:14][C:13]([O:16][C:17]([F:20])([F:19])[F:18])=[CH:12][CH:11]=2)=[N:4]1)[CH3:2].O1CCCC1.[CH2:26]([Mg]Br)[CH:27]([CH3:29])[CH3:28]. The catalyst is O1CCCC1. The product is [CH2:1]([N:3]1[C:7]([CH:8]([OH:9])[CH2:26][CH:27]([CH3:29])[CH3:28])=[CH:6][C:5]([C:10]2[CH:11]=[CH:12][C:13]([O:16][C:17]([F:18])([F:20])[F:19])=[CH:14][CH:15]=2)=[N:4]1)[CH3:2]. The yield is 0.310. (3) The reactants are [C:1]([CH:4]=[CH:5][C:6]1[CH:14]=[CH:13][CH:12]=[CH:11][C:7]=1[C:8]([OH:10])=[O:9])([OH:3])=[O:2]. The catalyst is CO. The product is [C:1]([CH2:4][CH2:5][C:6]1[CH:14]=[CH:13][CH:12]=[CH:11][C:7]=1[C:8]([OH:10])=[O:9])([OH:3])=[O:2]. The yield is 1.00. (4) The reactants are [ClH:1].Cl.FC1C=CC(C2C=NC(N3CCNCC3)=NC=2)=CC=1.C(OC([N:29]1[CH2:34][CH2:33][N:32]([C:35]2[CH:40]=[CH:39][C:38]([C:41]3[CH:46]=[CH:45][C:44]([Cl:47])=[CH:43][CH:42]=3)=[CH:37][N:36]=2)[CH2:31][CH2:30]1)=O)(C)(C)C. No catalyst specified. The product is [ClH:47].[ClH:1].[Cl:47][C:44]1[CH:43]=[CH:42][C:41]([C:38]2[CH:39]=[CH:40][C:35]([N:32]3[CH2:31][CH2:30][NH:29][CH2:34][CH2:33]3)=[N:36][CH:37]=2)=[CH:46][CH:45]=1. The yield is 0.910. (5) The reactants are CC1(C)COB([C:8]2[CH:9]=[C:10]([C:14]3[CH:18]=[N:17][N:16]([CH3:19])[N:15]=3)[CH:11]=[CH:12][CH:13]=2)OC1.Br[C:22]1[N:26]2[N:27]=[CH:28][C:29]([C:31]([F:34])([F:33])[F:32])=[N:30][C:25]2=[N:24][CH:23]=1.C([O-])([O-])=O.[Na+].[Na+]. The catalyst is COCCOC.C1C=CC([P]([Pd]([P](C2C=CC=CC=2)(C2C=CC=CC=2)C2C=CC=CC=2)([P](C2C=CC=CC=2)(C2C=CC=CC=2)C2C=CC=CC=2)[P](C2C=CC=CC=2)(C2C=CC=CC=2)C2C=CC=CC=2)(C2C=CC=CC=2)C2C=CC=CC=2)=CC=1. The product is [CH3:19][N:16]1[N:15]=[C:14]([C:10]2[CH:9]=[C:8]([C:22]3[N:26]4[N:27]=[CH:28][C:29]([C:31]([F:32])([F:33])[F:34])=[N:30][C:25]4=[N:24][CH:23]=3)[CH:13]=[CH:12][CH:11]=2)[CH:18]=[N:17]1. The yield is 0.340.